Dataset: Peptide-MHC class I binding affinity with 185,985 pairs from IEDB/IMGT. Task: Regression. Given a peptide amino acid sequence and an MHC pseudo amino acid sequence, predict their binding affinity value. This is MHC class I binding data. (1) The peptide sequence is AERGPGQML. The MHC is HLA-B45:01 with pseudo-sequence HLA-B45:01. The binding affinity (normalized) is 0.670. (2) The peptide sequence is YQLGDYFFV. The MHC is HLA-A02:12 with pseudo-sequence HLA-A02:12. The binding affinity (normalized) is 1.00.